From a dataset of Forward reaction prediction with 1.9M reactions from USPTO patents (1976-2016). Predict the product of the given reaction. The product is: [CH2:1]([O:3][C:4]1[C:12]2[O:11][CH:10]([CH3:13])[CH2:9][C:8]=2[C:7]([CH3:14])=[C:6]([N:15]2[CH2:20][CH2:19][N:18]([C:23]3[CH:28]=[CH:27][C:26]([O:29][CH3:30])=[C:25]([CH3:31])[CH:24]=3)[CH2:17][CH2:16]2)[C:5]=1[CH3:21])[CH3:2]. Given the reactants [CH2:1]([O:3][C:4]1[C:12]2[O:11][CH:10]([CH3:13])[CH2:9][C:8]=2[C:7]([CH3:14])=[C:6]([N:15]2[CH2:20][CH2:19][NH:18][CH2:17][CH2:16]2)[C:5]=1[CH3:21])[CH3:2].Br[C:23]1[CH:28]=[CH:27][C:26]([O:29][CH3:30])=[C:25]([CH3:31])[CH:24]=1, predict the reaction product.